From a dataset of Full USPTO retrosynthesis dataset with 1.9M reactions from patents (1976-2016). Predict the reactants needed to synthesize the given product. Given the product [NH:25]([C:26]([NH:1][C:2]1[CH:3]=[CH:4][C:5]([O:12][C:13]2[CH:18]=[CH:17][CH:16]=[CH:15][CH:14]=2)=[C:6]([CH:11]=1)[C:7]([O:9][CH3:10])=[O:8])=[O:27])[C:19]1[CH:24]=[CH:23][CH:22]=[CH:21][CH:20]=1, predict the reactants needed to synthesize it. The reactants are: [NH2:1][C:2]1[CH:3]=[CH:4][C:5]([O:12][C:13]2[CH:18]=[CH:17][CH:16]=[CH:15][CH:14]=2)=[C:6]([CH:11]=1)[C:7]([O:9][CH3:10])=[O:8].[C:19]1([N:25]=[C:26]=[O:27])[CH:24]=[CH:23][CH:22]=[CH:21][CH:20]=1.